From a dataset of Full USPTO retrosynthesis dataset with 1.9M reactions from patents (1976-2016). Predict the reactants needed to synthesize the given product. (1) Given the product [F:32][C:33]1[CH:34]=[C:35]2[C:39]([NH:38][CH:37]=[C:36]2[CH2:3][C@@H:2]([C:5]([OH:7])=[O:6])[NH2:1])=[CH:40][CH:41]=1, predict the reactants needed to synthesize it. The reactants are: [NH2:1][C@H:2]([C:5]([OH:7])=[O:6])[CH2:3]O.S([O-])([O-])=O.[Na+].[Na+].CC1C(O)=C(C=O)C(COP(O)(O)=O)=CN=1.[OH-].[K+].[F:32][C:33]1[CH:34]=[C:35]2[C:39](=[CH:40][CH:41]=1)[NH:38][CH:37]=[CH:36]2. (2) Given the product [Si:20]([O:9][CH2:8][C:7]1[C:2]([F:1])=[N:3][CH:4]=[CH:5][C:6]=1[I:10])([C:17]([CH3:19])([CH3:18])[CH3:16])([CH3:22])[CH3:21], predict the reactants needed to synthesize it. The reactants are: [F:1][C:2]1[C:7]([CH2:8][OH:9])=[C:6]([I:10])[CH:5]=[CH:4][N:3]=1.N1C=CN=C1.[CH3:16][C:17]([Si:20](Cl)([CH3:22])[CH3:21])([CH3:19])[CH3:18].C(OCC)C. (3) Given the product [CH2:1]([O:8][CH2:9][C:10]([N:12]1[CH2:13][CH:14]=[C:15]([C:19]2[CH:24]=[CH:23][C:22]([Cl:25])=[CH:21][C:20]=2[Cl:26])[CH2:16][CH2:17]1)=[O:11])[C:2]1[CH:3]=[CH:4][CH:5]=[CH:6][CH:7]=1, predict the reactants needed to synthesize it. The reactants are: [CH2:1]([O:8][CH2:9][C:10]([N:12]1[CH2:17][CH2:16][C:15]([C:19]2[CH:24]=[CH:23][C:22]([Cl:25])=[CH:21][C:20]=2[Cl:26])(O)[CH2:14][CH2:13]1)=[O:11])[C:2]1[CH:7]=[CH:6][CH:5]=[CH:4][CH:3]=1.C(OCC)(=O)C.C(=O)(O)[O-].[Na+]. (4) Given the product [Br:7][C:8]1[CH:16]=[C:15]2[NH:14][C:13](=[O:24])[C:12]3([CH2:34][CH2:33][N:28]([S:29]([CH3:32])(=[O:31])=[O:30])[CH2:27][CH2:26]3)[C:11]2=[CH:10][CH:9]=1, predict the reactants needed to synthesize it. The reactants are: C(=O)([O-])[O-].[Cs+].[Cs+].[Br:7][C:8]1[CH:16]=[C:15]2[C:11]([CH2:12][C:13](=[O:24])[N:14]2C(OC(C)(C)C)=O)=[CH:10][CH:9]=1.I[CH2:26][CH2:27][N:28]([CH2:33][CH2:34]I)[S:29]([CH3:32])(=[O:31])=[O:30].C(O)(=O)C.